Task: Predict the reaction yield, written as a fraction of the theoretical maximum amount of product (1.0 means a 100% yield; for example, 0.34 means a 34% yield).. Dataset: Reaction yield outcomes from USPTO patents with 853,638 reactions (1) The reactants are I[C:2]1[CH:3]=[C:4]([OH:8])[CH:5]=[CH:6][CH:7]=1.O[C:10]1[CH:11]=[C:12]([C:16]#[CH:17])[CH:13]=[CH:14][CH:15]=1. The catalyst is CCN(CC)CC.Cl[Pd](Cl)([P](C1C=CC=CC=1)(C1C=CC=CC=1)C1C=CC=CC=1)[P](C1C=CC=CC=1)(C1C=CC=CC=1)C1C=CC=CC=1.[Cu]I.C1C=CC(P(C2C=CC=CC=2)C2C=CC=CC=2)=CC=1. The product is [C:12]1([C:16]#[C:17][C:2]2[CH:3]=[C:4]([OH:8])[CH:5]=[CH:6][CH:7]=2)[CH:13]=[CH:14][CH:15]=[CH:10][CH:11]=1. The yield is 0.830. (2) The reactants are [C:1]12[C:7](=[CH:8][CH:9]=[CH:10][CH:11]=1)[NH:6]C(=O)O[C:2]2=[O:3].[CH3:13][NH2:14].O1CCCC1. The catalyst is O. The product is [NH2:6][C:7]1[CH:8]=[CH:9][CH:10]=[CH:11][C:1]=1[C:2]([NH:14][CH3:13])=[O:3]. The yield is 0.920. (3) The reactants are [Cl:1][C:2]1[N:10]=[C:9]([Cl:11])[C:8]([F:12])=[C:7]([CH:13]=[N:14][CH2:15][C:16]2[CH:21]=[C:20]([O:22][CH3:23])[CH:19]=[C:18]([O:24][CH3:25])[CH:17]=2)[C:3]=1[C:4](O)=[O:5].[CH3:26][Li].Cl. The catalyst is C1COCC1. The product is [Cl:1][C:2]1[C:3]2[C:4](=[O:5])[N:14]([CH2:15][C:16]3[CH:21]=[C:20]([O:22][CH3:23])[CH:19]=[C:18]([O:24][CH3:25])[CH:17]=3)[CH:13]([CH3:26])[C:7]=2[C:8]([F:12])=[C:9]([Cl:11])[N:10]=1. The yield is 0.160. (4) The reactants are [Cl:1][C:2]1[C:3]([F:23])=[C:4]([NH:9][C:10]2[C:19]3[C:14](=[CH:15][C:16]([O:21][CH3:22])=[C:17]([NH2:20])[CH:18]=3)[N:13]=[CH:12][N:11]=2)[CH:5]=[CH:6][C:7]=1[F:8].[Br:24][CH2:25]/[CH:26]=[CH:27]/[C:28](Cl)=[O:29].O. The catalyst is C1COCC1. The product is [Br:24][CH2:25]/[CH:26]=[CH:27]/[C:28]([NH:20][C:17]1[CH:18]=[C:19]2[C:14](=[CH:15][C:16]=1[O:21][CH3:22])[N:13]=[CH:12][N:11]=[C:10]2[NH:9][C:4]1[CH:5]=[CH:6][C:7]([F:8])=[C:2]([Cl:1])[C:3]=1[F:23])=[O:29]. The yield is 0.675. (5) The reactants are [Na].[CH3:2][C:3]1[CH:8]=[CH:7][CH:6]=[CH:5][C:4]=1[SH:9].[CH2:10]([O:12][CH:13]([O:16][CH2:17][CH3:18])[CH2:14]Br)[CH3:11]. The catalyst is C(O)C. The product is [CH2:10]([O:12][CH:13]([O:16][CH2:17][CH3:18])[CH2:14][S:9][C:4]1[CH:5]=[CH:6][CH:7]=[CH:8][C:3]=1[CH3:2])[CH3:11]. The yield is 0.820. (6) The reactants are [N:1]([CH2:4][C:5]([C:7]1[CH:12]=[CH:11][CH:10]=[C:9]([O:13][C:14]([F:17])([F:16])[F:15])[CH:8]=1)=[O:6])=[N+]=[N-]. The catalyst is [Pd].C(O)C. The product is [NH2:1][CH2:4][C:5]([C:7]1[CH:12]=[CH:11][CH:10]=[C:9]([O:13][C:14]([F:15])([F:16])[F:17])[CH:8]=1)=[O:6]. The yield is 0.880. (7) The yield is 0.610. The reactants are Br[C:2]1[N:7]=[C:6]2[N:8]([CH2:12][C:13]3[C:18]([F:19])=[CH:17][CH:16]=[C:15]([F:20])[C:14]=3[Cl:21])[CH2:9][CH2:10][NH:11][C:5]2=[N:4][CH:3]=1.[O:22]1[CH2:27][CH2:26][N:25]([C:28]2[CH:29]=[C:30](B3OC(C)(C)C(C)(C)O3)[CH:31]=[CH:32][CH:33]=2)[CH2:24][CH2:23]1. The catalyst is C1C=CC([P]([Pd]([P](C2C=CC=CC=2)(C2C=CC=CC=2)C2C=CC=CC=2)([P](C2C=CC=CC=2)(C2C=CC=CC=2)C2C=CC=CC=2)[P](C2C=CC=CC=2)(C2C=CC=CC=2)C2C=CC=CC=2)(C2C=CC=CC=2)C2C=CC=CC=2)=CC=1. The product is [Cl:21][C:14]1[C:15]([F:20])=[CH:16][CH:17]=[C:18]([F:19])[C:13]=1[CH2:12][N:8]1[C:6]2=[N:7][C:2]([C:32]3[CH:31]=[CH:30][CH:29]=[C:28]([N:25]4[CH2:24][CH2:23][O:22][CH2:27][CH2:26]4)[CH:33]=3)=[CH:3][N:4]=[C:5]2[NH:11][CH2:10][CH2:9]1. (8) The reactants are CO[CH:3]([O:20]C)[C:4]1[CH:9]=[CH:8][C:7]([O:10][CH2:11][CH2:12][N:13]2[CH2:18][CH2:17][O:16][CH2:15][CH2:14]2)=[C:6]([NH2:19])[CH:5]=1.[C:22](Cl)(=[O:29])[C:23]1[CH:28]=[CH:27][CH:26]=[CH:25][CH:24]=1.N1C=CC=CC=1.Cl.C(=O)([O-])O.[Na+]. The catalyst is ClCCl. The product is [C:22]([NH:19][C:6]1[CH:5]=[C:4]([CH:9]=[CH:8][C:7]=1[O:10][CH2:11][CH2:12][N:13]1[CH2:14][CH2:15][O:16][CH2:17][CH2:18]1)[CH:3]=[O:20])(=[O:29])[C:23]1[CH:28]=[CH:27][CH:26]=[CH:25][CH:24]=1. The yield is 0.960.